Dataset: Reaction yield outcomes from USPTO patents with 853,638 reactions. Task: Predict the reaction yield, written as a fraction of the theoretical maximum amount of product (1.0 means a 100% yield; for example, 0.34 means a 34% yield). The reactants are [F:1][C:2]1[CH:7]=[CH:6][C:5]([N:8]2[C:11](=[O:12])[C@H:10]([S:13][CH2:14][CH:15]([C:17]3[CH:22]=[CH:21][C:20]([F:23])=[CH:19][CH:18]=3)[OH:16])[C@H:9]2[C:24]2[CH:40]=[CH:39][C:27]([O:28][CH2:29][C:30](N[C@@H](C(O)=O)CO)=[O:31])=[CH:26][CH:25]=2)=[CH:4][CH:3]=1.Cl.C([O:46][C:47](=[O:56])[C@@H:48]([CH2:50][O:51]C(C)(C)C)[NH2:49])(C)(C)C.C[N:58]1[CH2:63][CH2:62][O:61]CC1.CN([C:67]([O:71]N1N=NC2C=CC=CC1=2)=[N+](C)C)C.[B-](F)(F)(F)F. The product is [F:1][C:2]1[CH:3]=[CH:4][C:5]([N:8]2[C:11](=[O:12])[C@H:10]([S:13][CH2:14][CH:15]([C:17]3[CH:18]=[CH:19][C:20]([F:23])=[CH:21][CH:22]=3)[OH:16])[C@H:9]2[C:24]2[CH:40]=[CH:39][C:27]([O:28][CH2:29][C:30]([NH:58][C@@H:63]([C:67]([NH:49][C@@H:48]([C:47]([OH:46])=[O:56])[CH2:50][OH:51])=[O:71])[CH2:62][OH:61])=[O:31])=[CH:26][CH:25]=2)=[CH:6][CH:7]=1. The yield is 0.520. The catalyst is C(Cl)Cl.